From a dataset of Forward reaction prediction with 1.9M reactions from USPTO patents (1976-2016). Predict the product of the given reaction. (1) Given the reactants C(Cl)(=O)C.[NH:5]1[CH2:10][CH2:9][CH:8]([CH2:11][CH2:12][CH2:13][CH2:14][NH:15][C:16]([N:18]2[CH2:26][C:25]3[C:20](=[CH:21][CH:22]=[CH:23][CH:24]=3)[CH2:19]2)=[O:17])[CH2:7][CH2:6]1.NC1C=C2C(=CC=1)CN(C([NH:39][C:40]1C=[CH:44][C:43]([C:46](=[O:51])NCCC)=[CH:42][CH:41]=1)=O)C2, predict the reaction product. The product is: [N:39]1[CH:40]=[CH:41][CH:42]=[C:43]([C:46]([N:5]2[CH2:6][CH2:7][CH:8]([CH2:11][CH2:12][CH2:13][CH2:14][NH:15][C:16]([N:18]3[CH2:26][C:25]4[C:20](=[CH:21][CH:22]=[CH:23][CH:24]=4)[CH2:19]3)=[O:17])[CH2:9][CH2:10]2)=[O:51])[CH:44]=1. (2) Given the reactants [CH3:1][C:2]1[CH:7]=[C:6]([CH3:8])[CH:5]=[CH:4][C:3]=1[CH:9]=[CH2:10].[C:11]([O:15][C:16]([CH3:19])([CH3:18])[CH3:17])(=[O:14])C=C, predict the reaction product. The product is: [CH3:1][C:2]1[CH:7]=[C:6]([CH3:8])[CH:5]=[CH:4][C:3]=1/[CH:9]=[CH:10]/[C:11]([O:15][C:16]([CH3:19])([CH3:18])[CH3:17])=[O:14].